From a dataset of Forward reaction prediction with 1.9M reactions from USPTO patents (1976-2016). Predict the product of the given reaction. (1) Given the reactants [O:1]([CH2:8][CH2:9][S:10][CH2:11][C:12]1[CH:17]=[CH:16][C:15]([C:18]2[C:19]([C:24]([OH:26])=O)=[CH:20][CH:21]=[CH:22][CH:23]=2)=[CH:14][CH:13]=1)[C:2]1[CH:7]=[CH:6][CH:5]=[CH:4][CH:3]=1.[C:27](N1C=CN=C1)([N:29]1[CH:33]=[CH:32][N:31]=[CH:30]1)=O.CN(C)CCN, predict the reaction product. The product is: [CH3:27][N:29]([CH3:30])[CH2:33][CH2:32][NH:31][C:24]([C:19]1[C:18]([C:15]2[CH:16]=[CH:17][C:12]([CH2:11][S:10][CH2:9][CH2:8][O:1][C:2]3[CH:7]=[CH:6][CH:5]=[CH:4][CH:3]=3)=[CH:13][CH:14]=2)=[CH:23][CH:22]=[CH:21][CH:20]=1)=[O:26]. (2) Given the reactants Cl[C:2]1[N:7]=[CH:6][C:5]([C:8]2[C:16]3[C:11](=[CH:12][C:13]([F:17])=[CH:14][CH:15]=3)[N:10]([S:18]([C:21]3[CH:26]=[CH:25][CH:24]=[CH:23][CH:22]=3)(=[O:20])=[O:19])[CH:9]=2)=[CH:4][CH:3]=1.[CH3:27][S:28]([CH2:31][CH2:32][CH2:33][NH2:34])(=[O:30])=[O:29], predict the reaction product. The product is: [F:17][C:13]1[CH:12]=[C:11]2[C:16]([C:8]([C:5]3[CH:4]=[CH:3][C:2]([NH:34][CH2:33][CH2:32][CH2:31][S:28]([CH3:27])(=[O:30])=[O:29])=[N:7][CH:6]=3)=[CH:9][N:10]2[S:18]([C:21]2[CH:26]=[CH:25][CH:24]=[CH:23][CH:22]=2)(=[O:20])=[O:19])=[CH:15][CH:14]=1. (3) Given the reactants [NH:1]1[C:9]2[CH:8]=[CH:7][CH:6]=[C:5]([NH2:10])[C:4]=2[CH:3]=[CH:2]1.Br[C:12]1[CH:21]=[CH:20][C:19]([Cl:22])=[CH:18][C:13]=1[C:14]([O:16][CH3:17])=[O:15].C(=O)([O-])[O-].[Cs+].[Cs+].C1(C)C=CC=CC=1, predict the reaction product. The product is: [NH:1]1[C:9]2[C:4](=[C:5]([NH:10][C:12]3[CH:21]=[CH:20][C:19]([Cl:22])=[CH:18][C:13]=3[C:14]([O:16][CH3:17])=[O:15])[CH:6]=[CH:7][CH:8]=2)[CH:3]=[CH:2]1. (4) Given the reactants [OH-].[K+].[CH2:3]([C:7]([NH2:9])=[O:8])[C:4]([NH2:6])=[NH:5].Cl.[C:11]1([CH2:17][C:18](=O)[CH2:19][C:20](=O)[CH3:21])[CH:16]=[CH:15][CH:14]=[CH:13][CH:12]=1.O, predict the reaction product. The product is: [NH2:5][C:4]1[N:6]=[C:20]([CH3:21])[CH:19]=[C:18]([CH2:17][C:11]2[CH:12]=[CH:13][CH:14]=[CH:15][CH:16]=2)[C:3]=1[C:7]([NH2:9])=[O:8]. (5) Given the reactants [CH2:1]([C:4]1[CH:14]=[CH:13][C:7]([CH:8]=[CH:9][C:10]([OH:12])=[O:11])=[CH:6][CH:5]=1)[CH2:2][CH3:3].C(OCC)(=O)C.[H][H], predict the reaction product. The product is: [CH2:1]([C:4]1[CH:14]=[CH:13][C:7]([CH2:8][CH2:9][C:10]([OH:12])=[O:11])=[CH:6][CH:5]=1)[CH2:2][CH3:3]. (6) Given the reactants [NH2:1][C:2]1[C:32]([C:33]([F:36])([F:35])[F:34])=[CH:31][C:5]([CH2:6][CH:7]([CH2:10][C:11](=[O:30])[N:12]2[CH2:17][CH2:16][CH:15]([N:18]3[CH2:24][CH2:23][C:22]4[CH:25]=[CH:26][CH:27]=[CH:28][C:21]=4[NH:20][C:19]3=[O:29])[CH2:14][CH2:13]2)[CH:8]=O)=[CH:4][C:3]=1[Cl:37].[NH2:38][C:39]1[CH:44]=[CH:43][CH:42]=[CH:41][C:40]=1[NH:45][CH2:46][CH:47]1[CH2:52][CH2:51][N:50](C(OC(C)(C)C)=O)[CH2:49][CH2:48]1.C(O)(C(F)(F)F)=O, predict the reaction product. The product is: [NH2:1][C:2]1[C:32]([C:33]([F:34])([F:36])[F:35])=[CH:31][C:5]([CH2:6][CH:7]([C:8]2[N:45]([CH2:46][CH:47]3[CH2:48][CH2:49][NH:50][CH2:51][CH2:52]3)[C:40]3[CH:41]=[CH:42][CH:43]=[CH:44][C:39]=3[N:38]=2)[CH2:10][C:11]([N:12]2[CH2:13][CH2:14][CH:15]([N:18]3[CH2:24][CH2:23][C:22]4[CH:25]=[CH:26][CH:27]=[CH:28][C:21]=4[NH:20][C:19]3=[O:29])[CH2:16][CH2:17]2)=[O:30])=[CH:4][C:3]=1[Cl:37]. (7) Given the reactants O([C:9]([O:11][C:12]([CH3:15])([CH3:14])[CH3:13])=[O:10])[C:9]([O:11][C:12]([CH3:15])([CH3:14])[CH3:13])=[O:10].[N:16]1[CH:21]=[CH:20][C:19]([CH2:22][CH2:23][NH2:24])=[CH:18][CH:17]=1, predict the reaction product. The product is: [C:12]([O:11][C:9](=[O:10])[NH:24][CH2:23][CH2:22][C:19]1[CH:20]=[CH:21][N:16]=[CH:17][CH:18]=1)([CH3:13])([CH3:14])[CH3:15]. (8) Given the reactants [NH2:1][C:2]1[CH:3]=[C:4]2[C:9](=[CH:10][C:11]=1[C:12]([F:15])([F:14])[F:13])[NH:8][C:7](=[O:16])[N:6]([NH:17][S:18]([CH3:21])(=[O:20])=[O:19])[C:5]2=[O:22].CO[CH:25]1[CH:29]([CH3:30])[CH2:28][CH:27](OC)[O:26]1, predict the reaction product. The product is: [CH3:30][C:29]1[CH2:28][C:27](=[O:26])[N:1]([C:2]2[CH:3]=[C:4]3[C:9](=[CH:10][C:11]=2[C:12]([F:13])([F:15])[F:14])[NH:8][C:7](=[O:16])[N:6]([NH:17][S:18]([CH3:21])(=[O:20])=[O:19])[C:5]3=[O:22])[CH:25]=1. (9) The product is: [ClH:20].[ClH:20].[OH:38][CH:35]1[CH2:34][CH2:33][N:32]([CH2:31][CH2:30][N:27]2[CH2:26][CH2:25][CH:24]([NH:23][C:15]([C:9]3[NH:10][C:11]4[C:7]([CH:8]=3)=[C:6]([O:5][CH2:4][CH2:3][C:2]([CH3:1])([CH3:19])[CH3:18])[CH:14]=[CH:13][CH:12]=4)=[O:17])[CH2:29][CH2:28]2)[CH2:37][CH2:36]1. Given the reactants [CH3:1][C:2]([CH3:19])([CH3:18])[CH2:3][CH2:4][O:5][C:6]1[CH:14]=[CH:13][CH:12]=[C:11]2[C:7]=1[CH:8]=[C:9]([C:15]([OH:17])=O)[NH:10]2.[ClH:20].Cl.Cl.[NH2:23][CH:24]1[CH2:29][CH2:28][N:27]([CH2:30][CH2:31][N:32]2[CH2:37][CH2:36][CH:35]([OH:38])[CH2:34][CH2:33]2)[CH2:26][CH2:25]1, predict the reaction product.